From a dataset of Full USPTO retrosynthesis dataset with 1.9M reactions from patents (1976-2016). Predict the reactants needed to synthesize the given product. (1) The reactants are: [Cl-].[Mg+2].[Cl-].[CH2:4]([O:6][C:7](=[O:17])[CH2:8][C:9](=[O:16])[CH2:10][O:11][C:12]([CH3:15])([CH3:14])[CH3:13])[CH3:5].[C:18](Cl)(=[O:20])[CH3:19].[Cl-].[NH4+]. Given the product [CH2:4]([O:6][C:7](=[O:17])[CH:8]([C:18](=[O:20])[CH3:19])[C:9](=[O:16])[CH2:10][O:11][C:12]([CH3:13])([CH3:15])[CH3:14])[CH3:5], predict the reactants needed to synthesize it. (2) Given the product [Cl:9][C:10]1[CH:15]=[CH:14][C:13]([C:16]2[C:22]3[CH:23]=[CH:24][CH:25]=[CH:26][C:21]=3[N:20]3[C:27]([CH3:30])=[N:28][N:29]=[C:19]3[CH:18]([CH2:32][C:33]([O:35][CH2:36][CH3:37])=[O:34])[CH:17]=2)=[CH:12][CH:11]=1, predict the reactants needed to synthesize it. The reactants are: C([N-]C(C)C)(C)C.[Li+].[Cl:9][C:10]1[CH:15]=[CH:14][C:13]([C:16]2[C:22]3[CH:23]=[CH:24][CH:25]=[CH:26][C:21]=3[N:20]3[C:27]([CH3:30])=[N:28][N:29]=[C:19]3[CH2:18][CH:17]=2)=[CH:12][CH:11]=1.Br[CH2:32][C:33]([O:35][CH2:36][CH3:37])=[O:34]. (3) Given the product [CH3:18][N:2]([CH3:1])[C:3](=[O:17])[CH:4]([CH3:16])[CH:5]([C:8]1[CH:13]=[CH:12][CH:11]=[C:10]([OH:14])[CH:9]=1)[CH2:6][CH3:7], predict the reactants needed to synthesize it. The reactants are: [CH3:1][N:2]([CH3:18])[C:3](=[O:17])[CH:4]([CH3:16])[CH:5]([C:8]1[CH:13]=[CH:12][CH:11]=[C:10]([O:14]C)[CH:9]=1)[CH2:6][CH3:7].I. (4) Given the product [CH3:1][O:2][C:3](=[O:15])[C@H:4]([CH2:13][S:14][CH2:24][CH:23]=[CH2:22])[NH:5][C:6]([O:8][C:9]([CH3:12])([CH3:10])[CH3:11])=[O:7], predict the reactants needed to synthesize it. The reactants are: [CH3:1][O:2][C:3](=[O:15])[C@H:4]([CH2:13][SH:14])[NH:5][C:6]([O:8][C:9]([CH3:12])([CH3:11])[CH3:10])=[O:7].C([O-])([O-])=O.[K+].[K+].[CH2:22](Cl)[CH:23]=[CH2:24]. (5) Given the product [F:9][CH2:8][C:4]1[N:3]=[C:2]([C:13]#[C:12][CH2:11][CH2:10][C:14]2[CH:23]=[N:22][C:21]3[C:16](=[CH:17][CH:18]=[CH:19][CH:20]=3)[N:15]=2)[CH:7]=[CH:6][CH:5]=1, predict the reactants needed to synthesize it. The reactants are: Br[C:2]1[CH:7]=[CH:6][CH:5]=[C:4]([CH2:8][F:9])[N:3]=1.[CH2:10]([C:14]1[CH:23]=[N:22][C:21]2[C:16](=[CH:17][CH:18]=[CH:19][CH:20]=2)[N:15]=1)[CH2:11][C:12]#[CH:13]. (6) Given the product [CH2:12]([C:15]1[CH:21]=[CH:20][C:18]([NH:19][C:2]2[CH:7]=[CH:6][CH:5]=[CH:4][C:3]=2[CH2:8][C:9]([OH:11])=[O:10])=[CH:17][CH:16]=1)[CH2:13][CH3:14], predict the reactants needed to synthesize it. The reactants are: Br[C:2]1[CH:7]=[CH:6][CH:5]=[CH:4][C:3]=1[CH2:8][C:9]([OH:11])=[O:10].[CH2:12]([C:15]1[CH:21]=[CH:20][C:18]([NH2:19])=[CH:17][CH:16]=1)[CH2:13][CH3:14]. (7) The reactants are: [OH:1][C@H:2]1[CH2:7][CH2:6][N:5]([C:8]([O:10]C(C)(C)C)=O)[C@H:4]([CH3:15])[CH2:3]1.F[C:17]1[CH:24]=[CH:23][C:22]([C:25]2[N:30]=[C:29]([NH:31][C:32]3[CH:37]=[CH:36][C:35]([N:38]4[CH2:43][CH2:42][N:41]([CH:44]5[CH2:47][O:46][CH2:45]5)[CH2:40][CH2:39]4)=[CH:34][CH:33]=3)[N:28]=[CH:27][N:26]=2)=[CH:21][C:18]=1[C:19]#[N:20].[OH:48][C@@H:49](C)[C:50](O)=O. Given the product [OH:48][C@@H:49]([CH3:50])[C:8]([N:5]1[CH2:6][CH2:7][C@H:2]([O:1][C:17]2[CH:24]=[CH:23][C:22]([C:25]3[N:30]=[C:29]([NH:31][C:32]4[CH:37]=[CH:36][C:35]([N:38]5[CH2:43][CH2:42][N:41]([CH:44]6[CH2:47][O:46][CH2:45]6)[CH2:40][CH2:39]5)=[CH:34][CH:33]=4)[N:28]=[CH:27][N:26]=3)=[CH:21][C:18]=2[C:19]#[N:20])[CH2:3][C@H:4]1[CH3:15])=[O:10], predict the reactants needed to synthesize it.